The task is: Predict the reaction yield, written as a fraction of the theoretical maximum amount of product (1.0 means a 100% yield; for example, 0.34 means a 34% yield).. This data is from Reaction yield outcomes from USPTO patents with 853,638 reactions. (1) The reactants are [BH3-]C#N.[Na+].[CH:5]([CH:18]1[CH2:23][C:22](=[O:24])[CH:21]=[CH:20][O:19]1)([C:12]1[CH:17]=[CH:16][CH:15]=[CH:14][CH:13]=1)[C:6]1[CH:11]=[CH:10][CH:9]=[CH:8][CH:7]=1.B(F)(F)F.CCOCC. The catalyst is C1COCC1.CCCCCC.C(OCC)(=O)C. The product is [CH:5]([C@H:18]1[CH2:23][C@H:22]([OH:24])[CH2:21][CH2:20][O:19]1)([C:12]1[CH:17]=[CH:16][CH:15]=[CH:14][CH:13]=1)[C:6]1[CH:7]=[CH:8][CH:9]=[CH:10][CH:11]=1. The yield is 0.680. (2) The product is [Cl:8][C:5]1[CH:6]=[CH:7][C:2]([O:22][C:19]2[CH:18]=[CH:17][C:16]([NH:15][C:12](=[O:14])[CH3:13])=[CH:21][CH:20]=2)=[C:3]([N+:9]([O-:11])=[O:10])[CH:4]=1. The yield is 0.810. The reactants are F[C:2]1[CH:7]=[CH:6][C:5]([Cl:8])=[CH:4][C:3]=1[N+:9]([O-:11])=[O:10].[C:12]([NH:15][C:16]1[CH:21]=[CH:20][C:19]([OH:22])=[CH:18][CH:17]=1)(=[O:14])[CH3:13].C(=O)([O-])[O-].[Cs+].[Cs+]. The catalyst is CS(C)=O.C(OCC)(=O)C.